Dataset: Full USPTO retrosynthesis dataset with 1.9M reactions from patents (1976-2016). Task: Predict the reactants needed to synthesize the given product. (1) Given the product [CH3:17][O:18][C:19]1[N:24]=[CH:23][C:22]([C:30]2[CH:35]=[CH:34][C:33]([C:2]3[CH:7]=[CH:6][C:5]([N:8]4[CH2:12][CH2:11][C@@H:10]5[CH2:13][N:14]([CH3:16])[CH2:15][C@H:9]45)=[CH:4][CH:3]=3)=[CH:32][CH:31]=2)=[CH:21][N:20]=1, predict the reactants needed to synthesize it. The reactants are: Br[C:2]1[CH:7]=[CH:6][C:5]([N:8]2[CH2:12][CH2:11][C@@H:10]3[CH2:13][N:14]([CH3:16])[CH2:15][C@H:9]23)=[CH:4][CH:3]=1.[CH3:17][O:18][C:19]1[N:24]=[CH:23][C:22](B(O)O)=[CH:21][N:20]=1.C([C:30]1[CH:35]=[CH:34][C:33](B(O)O)=[CH:32][CH:31]=1)#N. (2) Given the product [F:44][CH:22]([CH2:21][CH2:20][N:10]1[CH:11]=[CH:12][C:13]([NH:14][C:15](=[O:19])[C:16](=[O:17])[N:1]2[CH2:6][CH2:5][CH2:4][CH2:3][CH2:2]2)=[C:8]([F:7])[C:9]1=[O:45])[CH2:23][N:24]1[CH:28]=[C:27]([C:29]([NH:30][CH2:31][C:32]2[CH:37]=[CH:36][CH:35]=[C:34]([O:38][C:39]([F:41])([F:42])[F:40])[CH:33]=2)=[O:43])[N:26]=[N:25]1, predict the reactants needed to synthesize it. The reactants are: [NH:1]1[CH2:6][CH2:5][CH2:4][CH2:3][CH2:2]1.[F:7][C:8]1[C:9](=[O:45])[N:10]([CH2:20][CH2:21][CH:22]([F:44])[CH2:23][N:24]2[CH:28]=[C:27]([C:29](=[O:43])[NH:30][CH2:31][C:32]3[CH:37]=[CH:36][CH:35]=[C:34]([O:38][C:39]([F:42])([F:41])[F:40])[CH:33]=3)[N:26]=[N:25]2)[CH:11]=[CH:12][C:13]=1[NH:14][C:15](=[O:19])[C:16]([O-])=[O:17].[Li+].CN(C(ON1N=NC2C=CC=NC1=2)=[N+](C)C)C.F[P-](F)(F)(F)(F)F.CCN(C(C)C)C(C)C. (3) Given the product [CH3:15][O:14][C:11]1[CH:12]=[CH:13][C:8]([NH:5][C:6]([NH2:1])=[S:7])=[C:9]([CH3:16])[CH:10]=1, predict the reactants needed to synthesize it. The reactants are: [NH2:1]C(N)=O.[N:5]([C:8]1[CH:13]=[CH:12][C:11]([O:14][CH3:15])=[CH:10][C:9]=1[C:16](F)(F)F)=[C:6]=[S:7]. (4) Given the product [Cl:16][C:17]1[CH:22]=[CH:21][C:20]([S:23]([N:2]([CH3:1])[C:3]2[CH:8]=[CH:7][CH:6]=[CH:5][CH:4]=2)(=[O:25])=[O:24])=[CH:19][C:18]=1[N+:27]([O-:29])=[O:28], predict the reactants needed to synthesize it. The reactants are: [CH3:1][NH:2][C:3]1[CH:8]=[CH:7][CH:6]=[CH:5][CH:4]=1.C(N(CC)CC)C.[Cl:16][C:17]1[CH:22]=[CH:21][C:20]([S:23](Cl)(=[O:25])=[O:24])=[CH:19][C:18]=1[N+:27]([O-:29])=[O:28].O. (5) Given the product [C:3]([C:5]1[N:6]=[C:7]([CH:11]([NH:14][C:15]([C:17]2[C:18]3[CH:25]=[N:24][N:23]([C:26]4[CH:31]=[CH:30][C:29]([F:32])=[CH:28][CH:27]=4)[C:19]=3[CH:20]=[N:21][CH:22]=2)=[O:16])[CH2:12][CH3:13])[O:8][C:9]=1[CH3:10])(=[O:2])[NH2:33], predict the reactants needed to synthesize it. The reactants are: C[O:2][C:3]([C:5]1[N:6]=[C:7]([CH:11]([NH:14][C:15]([C:17]2[C:18]3[CH:25]=[N:24][N:23]([C:26]4[CH:31]=[CH:30][C:29]([F:32])=[CH:28][CH:27]=4)[C:19]=3[CH:20]=[N:21][CH:22]=2)=[O:16])[CH2:12][CH3:13])[O:8][C:9]=1[CH3:10])=O.[NH3:33].CO.